Dataset: Full USPTO retrosynthesis dataset with 1.9M reactions from patents (1976-2016). Task: Predict the reactants needed to synthesize the given product. Given the product [F:16][C:17]1[CH:22]=[CH:21][C:20]([CH:23]2[CH2:28][CH2:27][CH2:26][N:25]3[N:29]=[C:30]([NH:32][C:2]4[CH:7]=[CH:6][C:5]([N:8]5[CH:12]=[C:11]([CH3:13])[N:10]=[CH:9]5)=[C:4]([O:14][CH3:15])[CH:3]=4)[N:31]=[C:24]23)=[CH:19][CH:18]=1, predict the reactants needed to synthesize it. The reactants are: Br[C:2]1[CH:7]=[CH:6][C:5]([N:8]2[CH:12]=[C:11]([CH3:13])[N:10]=[CH:9]2)=[C:4]([O:14][CH3:15])[CH:3]=1.[F:16][C:17]1[CH:22]=[CH:21][C:20]([CH:23]2[CH2:28][CH2:27][CH2:26][N:25]3[N:29]=[C:30]([NH2:32])[N:31]=[C:24]23)=[CH:19][CH:18]=1.[O-]C1C=CC=CC=1.[Na+].C1(P(C2C=CC=CC=2)C2C3OC4C(=CC=CC=4P(C4C=CC=CC=4)C4C=CC=CC=4)C(C)(C)C=3C=CC=2)C=CC=CC=1.